This data is from Full USPTO retrosynthesis dataset with 1.9M reactions from patents (1976-2016). The task is: Predict the reactants needed to synthesize the given product. (1) Given the product [C:5]1([CH3:11])[CH:10]=[CH:9][C:8]([C:12](=[O:14])[CH3:13])=[CH:7][CH:6]=1, predict the reactants needed to synthesize it. The reactants are: [Cl-].[Al+3].[Cl-].[Cl-].[C:5]1([CH3:11])[CH:10]=[CH:9][CH:8]=[CH:7][CH:6]=1.[C:12](OC(=O)C)(=[O:14])[CH3:13]. (2) Given the product [C:1]([C:5]1[CH:9]=[C:8]([NH:10][C:11]([NH:13][C:14]2[C:23]3[C:18](=[CH:19][CH:20]=[CH:21][CH:22]=3)[CH:17]=[CH:16][CH:15]=2)=[O:12])[N:7]([C:24]2[CH:29]=[CH:28][C:27]([CH:30]([OH:31])[CH3:32])=[CH:26][CH:25]=2)[N:6]=1)([CH3:4])([CH3:2])[CH3:3], predict the reactants needed to synthesize it. The reactants are: [C:1]([C:5]1[CH:9]=[C:8]([NH:10][C:11]([NH:13][C:14]2[C:23]3[C:18](=[CH:19][CH:20]=[CH:21][CH:22]=3)[CH:17]=[CH:16][CH:15]=2)=[O:12])[N:7]([C:24]2[CH:29]=[CH:28][C:27]([CH:30]=[O:31])=[CH:26][CH:25]=2)[N:6]=1)([CH3:4])([CH3:3])[CH3:2].[CH3:32][Mg]Br. (3) Given the product [ClH:1].[OH:14][CH:11]1[CH2:12][CH2:13][N:8]([C:6]2[CH:5]=[C:4]([C:15]3[CH:20]=[CH:19][CH:18]=[CH:17][CH:16]=3)[N:3]=[C:2]([NH:21][C:22]3[CH:27]=[CH:26][C:25]([C:28](=[O:30])[CH3:29])=[CH:24][CH:23]=3)[N:7]=2)[CH2:9][CH2:10]1, predict the reactants needed to synthesize it. The reactants are: [Cl:1][C:2]1[N:7]=[C:6]([N:8]2[CH2:13][CH2:12][CH:11]([OH:14])[CH2:10][CH2:9]2)[CH:5]=[C:4]([C:15]2[CH:20]=[CH:19][CH:18]=[CH:17][CH:16]=2)[N:3]=1.[NH2:21][C:22]1[CH:27]=[CH:26][C:25]([C:28](=[O:30])[CH3:29])=[CH:24][CH:23]=1. (4) Given the product [C:1]([O:5][C:6](=[O:27])[NH:7][C@H:8]1[CH2:13][CH2:12][C@H:11]([NH2:14])[CH2:10][C@@H:9]1[O:25][CH3:26])([CH3:4])([CH3:3])[CH3:2], predict the reactants needed to synthesize it. The reactants are: [C:1]([O:5][C:6](=[O:27])[NH:7][C@H:8]1[CH2:13][CH2:12][C@H:11]([NH:14]C(OCC2C=CC=CC=2)=O)[CH2:10][C@@H:9]1[O:25][CH3:26])([CH3:4])([CH3:3])[CH3:2]. (5) Given the product [OH:43][CH2:42][C:39]1[CH:40]=[CH:41][C:36]([CH2:35][NH:34][C:7]([C:5]2[N:4]=[CH:3][N:2]([CH3:1])[CH:6]=2)=[O:9])=[CH:37][CH:38]=1, predict the reactants needed to synthesize it. The reactants are: [CH3:1][N:2]1[CH:6]=[C:5]([C:7]([OH:9])=O)[N:4]=[CH:3]1.Cl.CN(C)CCCN=C=NCC.O.ON1C2C=CC=CC=2N=N1.Cl.[NH2:34][CH2:35][C:36]1[CH:41]=[CH:40][C:39]([CH2:42][OH:43])=[CH:38][CH:37]=1.C(N(CC)CC)C.